This data is from Forward reaction prediction with 1.9M reactions from USPTO patents (1976-2016). The task is: Predict the product of the given reaction. (1) The product is: [C:24](=[O:25])([O:26][C:27]1[CH:28]=[CH:29][C:30]([N+:33]([O-:35])=[O:34])=[CH:31][CH:32]=1)[O:16][CH:10]([CH2:9][N:6]1[C:5]2[CH:17]=[C:18]([Cl:19])[C:2]([Cl:1])=[CH:3][C:4]=2[N:8]=[CH:7]1)[CH2:11][C:12]([CH3:15])([CH3:14])[CH3:13]. Given the reactants [Cl:1][C:2]1[C:18]([Cl:19])=[CH:17][C:5]2[N:6]([CH2:9][CH:10]([OH:16])[CH2:11][C:12]([CH3:15])([CH3:14])[CH3:13])[CH:7]=[N:8][C:4]=2[CH:3]=1.C(Cl)Cl.Cl[C:24]([O:26][C:27]1[CH:32]=[CH:31][C:30]([N+:33]([O-:35])=[O:34])=[CH:29][CH:28]=1)=[O:25], predict the reaction product. (2) The product is: [CH3:26][O:25][C:23]1[CH:22]=[N:21][C:20]2[C:19]([CH:24]=1)=[C:10]1[CH:11]=[CH:12][CH:13]=[CH:14][C:9]1=[N:8][C:27]=2[NH2:28]. Given the reactants C(OC([NH:8][C:9]1[CH:14]=[CH:13][CH:12]=[CH:11][C:10]=1B(O)O)=O)(C)(C)C.Cl[C:19]1[C:20]([C:27]#[N:28])=[N:21][CH:22]=[C:23]([O:25][CH3:26])[CH:24]=1.C(=O)([O-])[O-].[K+].[K+], predict the reaction product.